The task is: Predict which catalyst facilitates the given reaction.. This data is from Catalyst prediction with 721,799 reactions and 888 catalyst types from USPTO. (1) Reactant: C(Cl)(=O)C(Cl)=O.CS(C)=O.[C:11]([Si:15]([CH3:22])([CH3:21])[O:16][CH2:17][CH2:18][CH2:19][OH:20])([CH3:14])([CH3:13])[CH3:12].N1C=CC=CC=1.C(N(CC)CC)C. Product: [C:11]([Si:15]([CH3:22])([CH3:21])[O:16][CH2:17][CH2:18][CH:19]=[O:20])([CH3:14])([CH3:13])[CH3:12]. The catalyst class is: 2. (2) Reactant: [C:1]([O:5][C:6]([N:8]1[CH2:13][CH2:12][N:11]([C:14]2[N:22]([CH2:23][C:24]#[C:25][CH3:26])[C:21]3[C:20](=[O:27])[N:19]([CH2:28][CH2:29][C:30]4[CH:35]=[CH:34][CH:33]=[CH:32][CH:31]=4)[C:18](=[O:36])[N:17]([CH2:37][C:38]([O:40]CC)=[O:39])[C:16]=3[N:15]=2)[CH2:10][CH2:9]1)=[O:7])([CH3:4])([CH3:3])[CH3:2].[OH-].[Na+].Cl. Product: [C:1]([O:5][C:6]([N:8]1[CH2:9][CH2:10][N:11]([C:14]2[N:22]([CH2:23][C:24]#[C:25][CH3:26])[C:21]3[C:20](=[O:27])[N:19]([CH2:28][CH2:29][C:30]4[CH:35]=[CH:34][CH:33]=[CH:32][CH:31]=4)[C:18](=[O:36])[N:17]([CH2:37][C:38]([OH:40])=[O:39])[C:16]=3[N:15]=2)[CH2:12][CH2:13]1)=[O:7])([CH3:4])([CH3:2])[CH3:3]. The catalyst class is: 8.